From a dataset of Forward reaction prediction with 1.9M reactions from USPTO patents (1976-2016). Predict the product of the given reaction. (1) Given the reactants Cl[C:2]1[N:7]=[CH:6][C:5]([S:8]([N:11]2[CH2:16][C:15](=[O:17])[N:14]([C:18]3[CH:22]=[C:21]([C:23]4[CH:28]=[CH:27][CH:26]=[CH:25][CH:24]=4)[S:20][C:19]=3[C:29]([OH:31])=[O:30])[C@H:13]([CH:32]3[CH2:37][CH2:36][CH2:35][CH2:34][CH2:33]3)[CH2:12]2)(=[O:10])=[O:9])=[CH:4][CH:3]=1.[NH:38]1[CH2:42][CH2:41][CH2:40][CH2:39]1.CCN(CC)CC, predict the reaction product. The product is: [CH:32]1([C@@H:13]2[CH2:12][N:11]([S:8]([C:5]3[CH:6]=[N:7][C:2]([N:38]4[CH2:42][CH2:41][CH2:40][CH2:39]4)=[CH:3][CH:4]=3)(=[O:10])=[O:9])[CH2:16][C:15](=[O:17])[N:14]2[C:18]2[CH:22]=[C:21]([C:23]3[CH:28]=[CH:27][CH:26]=[CH:25][CH:24]=3)[S:20][C:19]=2[C:29]([OH:31])=[O:30])[CH2:37][CH2:36][CH2:35][CH2:34][CH2:33]1. (2) Given the reactants [Br:1][C:2]1[CH:3]=[C:4]([CH2:8]O)[CH:5]=[N:6][CH:7]=1.[C:10]1(=[O:20])[NH:14][C:13](=[O:15])[C:12]2=[CH:16][CH:17]=[CH:18][CH:19]=[C:11]12.C1C=CC(P(C2C=CC=CC=2)C2C=CC=CC=2)=CC=1.CCOC(/N=N/C(OCC)=O)=O, predict the reaction product. The product is: [Br:1][C:2]1[CH:3]=[C:4]([CH2:8][N:14]2[C:10](=[O:20])[C:11]3[C:12](=[CH:16][CH:17]=[CH:18][CH:19]=3)[C:13]2=[O:15])[CH:5]=[N:6][CH:7]=1. (3) Given the reactants [Si:1]([O:8][C:9]1[CH:10]=[C:11]2[C:15](=[CH:16][CH:17]=1)[N:14]([CH3:18])[N:13]=[C:12]2I)([C:4]([CH3:7])([CH3:6])[CH3:5])([CH3:3])[CH3:2].C([Mg]Cl)(C)C.[CH2:25]([Sn:29]([CH2:35][CH2:36][CH2:37][CH3:38])([CH2:31][CH2:32][CH2:33][CH3:34])Cl)[CH2:26][CH2:27][CH3:28], predict the reaction product. The product is: [Si:1]([O:8][C:9]1[CH:10]=[C:11]2[C:15](=[CH:16][CH:17]=1)[N:14]([CH3:18])[N:13]=[C:12]2[Sn:29]([CH2:31][CH2:32][CH2:33][CH3:34])([CH2:35][CH2:36][CH2:37][CH3:38])[CH2:25][CH2:26][CH2:27][CH3:28])([C:4]([CH3:7])([CH3:6])[CH3:5])([CH3:3])[CH3:2]. (4) Given the reactants Cl[C:2]1[C:7]([C:8]([OH:10])=[O:9])=[CH:6][N:5]=[CH:4][CH:3]=1.[Cl:11][C:12]1[CH:18]=[CH:17][C:15]([NH2:16])=[CH:14][CH:13]=1, predict the reaction product. The product is: [Cl:11][C:12]1[CH:18]=[CH:17][C:15]([NH:16][C:2]2[C:7]([C:8]([OH:10])=[O:9])=[CH:6][N:5]=[CH:4][CH:3]=2)=[CH:14][CH:13]=1. (5) Given the reactants [F:1][C:2]1[C:7]([C:8]2[C:9](=[O:22])[NH:10][C:11](=[O:21])[N:12]([CH2:14][CH2:15][CH:16](OC)[O:17]C)[CH:13]=2)=[CH:6][C:5]([CH3:23])=[CH:4][N:3]=1.O, predict the reaction product. The product is: [F:1][C:2]1[C:7]([C:8]2[C:9](=[O:22])[NH:10][C:11](=[O:21])[N:12]([CH2:14][CH2:15][CH:16]=[O:17])[CH:13]=2)=[CH:6][C:5]([CH3:23])=[CH:4][N:3]=1. (6) Given the reactants [C:1]([O:7][CH2:8][CH3:9])(=[O:6])[CH2:2][C:3]([CH3:5])=O.[Cl:10][C:11]1[CH:18]=[CH:17][CH:16]=[CH:15][C:12]=1[CH:13]=O.[CH3:19][O:20][C:21](=[O:26])/[CH:22]=[C:23](\[NH2:25])/[CH3:24].CC(O)=O, predict the reaction product. The product is: [Cl:10][C:11]1[CH:18]=[CH:17][CH:16]=[CH:15][C:12]=1[CH:13]1[C:22]([C:21]([O:20][CH3:19])=[O:26])=[C:23]([CH3:24])[NH:25][C:3]([CH3:5])=[C:2]1[C:1]([O:7][CH2:8][CH3:9])=[O:6]. (7) Given the reactants [C:1]([O:5][C:6](=[O:36])[NH:7][C:8]1([C:12]2[CH:17]=[CH:16][C:15]([C:18]3[C:27](=[O:28])[C:26]4[C:21](=[CH:22][CH:23]=[C:24](F)[CH:25]=4)[O:20][C:19]=3[C:30]3[CH:35]=[CH:34][CH:33]=[CH:32][CH:31]=3)=[CH:14][CH:13]=2)[CH2:11][CH2:10][CH2:9]1)([CH3:4])([CH3:3])[CH3:2].[CH2:37]([N:39]1[N:59]=C2C3OC(C4C=CC=CC=4)=C(I)C(=O)C=3C=C[C:41]2=[CH:40]1)C, predict the reaction product. The product is: [C:1]([O:5][C:6](=[O:36])[NH:7][C:8]1([C:12]2[CH:17]=[CH:16][C:15]([C:18]3[C:27](=[O:28])[C:26]4[CH:25]=[CH:24][C:23]5[C:22](=[N:59][N:39]([CH2:40][CH3:41])[CH:37]=5)[C:21]=4[O:20][C:19]=3[C:30]3[CH:35]=[CH:34][CH:33]=[CH:32][CH:31]=3)=[CH:14][CH:13]=2)[CH2:11][CH2:10][CH2:9]1)([CH3:4])([CH3:3])[CH3:2].